The task is: Predict the reactants needed to synthesize the given product.. This data is from Full USPTO retrosynthesis dataset with 1.9M reactions from patents (1976-2016). The reactants are: [C:1]1([CH3:33])[CH:6]=[CH:5][C:4]([N:7]([CH:15]2[CH2:20][CH2:19][N:18]([CH2:21][CH2:22][C:23]3([CH2:29][C:30](O)=[O:31])[CH2:28][CH2:27][CH2:26][CH2:25][CH2:24]3)[CH2:17][CH2:16]2)[C:8]([C:10]2[O:11][CH:12]=[CH:13][CH:14]=2)=[O:9])=[CH:3][CH:2]=1.C(Cl)(=O)C(Cl)=O.C(N(CC)CC)C.[NH2:47][C:48]1[CH:53]=[N:52][CH:51]=[CH:50][N:49]=1. Given the product [N:49]1[CH:50]=[CH:51][N:52]=[CH:53][C:48]=1[NH:47][C:30]([CH2:29][C:23]1([CH2:22][CH2:21][N:18]2[CH2:19][CH2:20][CH:15]([N:7]([C:4]3[CH:5]=[CH:6][C:1]([CH3:33])=[CH:2][CH:3]=3)[C:8]([C:10]3[O:11][CH:12]=[CH:13][CH:14]=3)=[O:9])[CH2:16][CH2:17]2)[CH2:24][CH2:25][CH2:26][CH2:27][CH2:28]1)=[O:31], predict the reactants needed to synthesize it.